Predict the product of the given reaction. From a dataset of Forward reaction prediction with 1.9M reactions from USPTO patents (1976-2016). (1) Given the reactants [Br:1][C:2]1[CH:3]=[C:4]([CH:8]=[CH:9][CH:10]=1)[C:5]([NH2:7])=O.COC1C=CC(P2(SP(C3C=CC(OC)=CC=3)(=S)S2)=[S:20])=CC=1, predict the reaction product. The product is: [Br:1][C:2]1[CH:3]=[C:4]([CH:8]=[CH:9][CH:10]=1)[C:5]([NH2:7])=[S:20]. (2) Given the reactants [F:1][C:2]1[CH:7]=[CH:6][C:5]([C@@H:8]2[CH2:13][C:12](=[O:14])[NH:11][CH2:10][C@H:9]2[C:15]([O:17][CH3:18])=[O:16])=[CH:4][CH:3]=1.[H-].[Na+].[CH3:21][O:22][C:23]1[CH:30]=[CH:29][C:26]([CH2:27]Br)=[CH:25][CH:24]=1.[Cl-].[NH4+], predict the reaction product. The product is: [F:1][C:2]1[CH:3]=[CH:4][C:5]([C@@H:8]2[CH2:13][C:12](=[O:14])[N:11]([CH2:27][C:26]3[CH:29]=[CH:30][C:23]([O:22][CH3:21])=[CH:24][CH:25]=3)[CH2:10][C@H:9]2[C:15]([O:17][CH3:18])=[O:16])=[CH:6][CH:7]=1. (3) Given the reactants C([O:5][C:6](=[O:34])[CH2:7][O:8][C:9]1[CH:14]=[CH:13][C:12]([Cl:15])=[CH:11][C:10]=1[C:16]#[C:17][C:18]1[CH:23]=[C:22]([S:24]([N:27]([CH2:29][CH2:30][CH2:31][CH3:32])[CH3:28])(=[O:26])=[O:25])[CH:21]=[CH:20][C:19]=1[CH3:33])(C)(C)C, predict the reaction product. The product is: [CH2:29]([N:27]([CH3:28])[S:24]([C:22]1[CH:21]=[CH:20][C:19]([CH3:33])=[C:18]([C:17]#[C:16][C:10]2[CH:11]=[C:12]([Cl:15])[CH:13]=[CH:14][C:9]=2[O:8][CH2:7][C:6]([OH:34])=[O:5])[CH:23]=1)(=[O:25])=[O:26])[CH2:30][CH2:31][CH3:32]. (4) Given the reactants C1C[CH2:5][CH:4]([N:7]=C=[N:7][CH:4]2[CH2:5]CC[CH2:2][CH2:3]2)[CH2:3][CH2:2]1.[CH2:16]([NH:23][CH2:24][C:25]([O:27]CC)=O)[C:17]1[CH:22]=[CH:21][CH:20]=[CH:19][CH:18]=1.C(O)(C(F)(F)F)=[O:31], predict the reaction product. The product is: [CH2:3]([C@@H:4]1[NH:7][C:25](=[O:27])[CH2:24][N:23]([CH2:16][C:17]2[CH:18]=[CH:19][CH:20]=[CH:21][CH:22]=2)[C:5]1=[O:31])[CH3:2]. (5) Given the reactants [CH2:1]([C:3]([C:21]1[CH:26]=[CH:25][C:24](OS(C(F)(F)F)(=O)=O)=[CH:23][CH:22]=1)([C:6]1[CH:11]=[CH:10][C:9](/[CH:12]=[CH:13]/[C:14]([CH2:18][CH3:19])([OH:17])[CH2:15][CH3:16])=[C:8]([CH3:20])[CH:7]=1)[CH2:4][CH3:5])[CH3:2].C([O-])(=O)C.[K+].[B:49]1([B:49]2[O:53][C:52]([CH3:55])([CH3:54])[C:51]([CH3:57])([CH3:56])[O:50]2)[O:53][C:52]([CH3:55])([CH3:54])[C:51]([CH3:57])([CH3:56])[O:50]1.O, predict the reaction product. The product is: [CH2:15]([C:14]([OH:17])([CH2:18][CH3:19])/[CH:13]=[CH:12]/[C:9]1[CH:10]=[CH:11][C:6]([C:3]([CH2:4][CH3:5])([C:21]2[CH:22]=[CH:23][C:24]([B:49]3[O:50][C:51]([CH3:56])([CH3:57])[C:52]([CH3:54])([CH3:55])[O:53]3)=[CH:25][CH:26]=2)[CH2:1][CH3:2])=[CH:7][C:8]=1[CH3:20])[CH3:16]. (6) Given the reactants [O:1]1[CH2:6][CH2:5][CH:4]([OH:7])[CH2:3][CH2:2]1.BrC1C=C2C(=CC=1)N(C(=O)C)[C@@H](C)CN2.[C:23]([N:26]1[C:35]2[C:30](=[CH:31][C:32]([Br:36])=[CH:33][CH:34]=2)[N:29]([C:37](OC2CC(F)(F)C2)=[O:38])[CH2:28][C@@H:27]1[CH3:46])(=[O:25])[CH3:24], predict the reaction product. The product is: [C:23]([N:26]1[C:35]2[C:30](=[CH:31][C:32]([Br:36])=[CH:33][CH:34]=2)[N:29]([C:37]([O:7][CH:4]2[CH2:5][CH2:6][O:1][CH2:2][CH2:3]2)=[O:38])[CH2:28][C@@H:27]1[CH3:46])(=[O:25])[CH3:24]. (7) Given the reactants Cl.[CH2:2]([O:4][C:5](=[O:15])[C@H:6]([CH2:8][C:9]1[CH:14]=[CH:13][CH:12]=[CH:11][CH:10]=1)[NH2:7])[CH3:3].C(N(CC)C(C)C)(C)C.[N+:25]([C:28]1[CH:33]=[CH:32][C:31]([S:34](Cl)(=[O:36])=[O:35])=[CH:30][CH:29]=1)([O-:27])=[O:26], predict the reaction product. The product is: [CH2:2]([O:4][C:5](=[O:15])[CH:6]([NH:7][S:34]([C:31]1[CH:30]=[CH:29][C:28]([N+:25]([O-:27])=[O:26])=[CH:33][CH:32]=1)(=[O:35])=[O:36])[CH2:8][C:9]1[CH:14]=[CH:13][CH:12]=[CH:11][CH:10]=1)[CH3:3].